This data is from Forward reaction prediction with 1.9M reactions from USPTO patents (1976-2016). The task is: Predict the product of the given reaction. The product is: [CH:3]1([C:6]2[N:11]=[CH:10][C:9]([C:12]3[N:17]=[CH:16][N:15]=[C:14]([CH2:18][OH:19])[CH:13]=3)=[CH:8][CH:7]=2)[CH2:5][CH2:4]1. Given the reactants [BH4-].[Na+].[CH:3]1([C:6]2[N:11]=[CH:10][C:9]([C:12]3[N:17]=[CH:16][N:15]=[C:14]([C:18]([O-])=[O:19])[CH:13]=3)=[CH:8][CH:7]=2)[CH2:5][CH2:4]1, predict the reaction product.